This data is from Reaction yield outcomes from USPTO patents with 853,638 reactions. The task is: Predict the reaction yield, written as a fraction of the theoretical maximum amount of product (1.0 means a 100% yield; for example, 0.34 means a 34% yield). (1) The reactants are C(OC([N:8]1[CH2:12][CH2:11][CH2:10][CH:9]1[CH2:13][O:14][C:15]1[C:24]([Cl:25])=[CH:23][C:18]([C:19]([O:21][CH3:22])=[O:20])=[CH:17][C:16]=1[Cl:26])=O)(C)(C)C.C(O)(C(F)(F)F)=O. The catalyst is C(Cl)Cl. The product is [Cl:26][C:16]1[CH:17]=[C:18]([CH:23]=[C:24]([Cl:25])[C:15]=1[O:14][CH2:13][CH:9]1[CH2:10][CH2:11][CH2:12][NH:8]1)[C:19]([O:21][CH3:22])=[O:20]. The yield is 0.680. (2) The reactants are [OH:1][CH2:2][C@@H:3]([N:5]([CH2:16][C:17]1[CH:22]=[CH:21][C:20]([O:23][CH3:24])=[CH:19][CH:18]=1)[C:6](=[O:15])[O:7][CH2:8][C:9]1[CH:14]=[CH:13][CH:12]=[CH:11][CH:10]=1)[CH3:4].C([O-])(O)=O.[Na+].[O-]Cl.[Na+].[O-]S([O-])(=S)=O.[Na+].[Na+]. The catalyst is C(Cl)Cl.[K+].[Br-].CC1(C)N([O])C(C)(C)CCC1. The product is [CH3:24][O:23][C:20]1[CH:19]=[CH:18][C:17]([CH2:16][N:5]([C@@H:3]([CH3:4])[CH:2]=[O:1])[C:6](=[O:15])[O:7][CH2:8][C:9]2[CH:14]=[CH:13][CH:12]=[CH:11][CH:10]=2)=[CH:22][CH:21]=1. The yield is 0.960.